From a dataset of Merck oncology drug combination screen with 23,052 pairs across 39 cell lines. Regression. Given two drug SMILES strings and cell line genomic features, predict the synergy score measuring deviation from expected non-interaction effect. (1) Drug 1: C=CCn1c(=O)c2cnc(Nc3ccc(N4CCN(C)CC4)cc3)nc2n1-c1cccc(C(C)(C)O)n1. Drug 2: O=C(NOCC(O)CO)c1ccc(F)c(F)c1Nc1ccc(I)cc1F. Cell line: MDAMB436. Synergy scores: synergy=16.8. (2) Drug 1: O=S1(=O)NC2(CN1CC(F)(F)F)C1CCC2Cc2cc(C=CCN3CCC(C(F)(F)F)CC3)ccc2C1. Drug 2: CC1(c2nc3c(C(N)=O)cccc3[nH]2)CCCN1. Cell line: EFM192B. Synergy scores: synergy=14.4.